Dataset: Forward reaction prediction with 1.9M reactions from USPTO patents (1976-2016). Task: Predict the product of the given reaction. (1) Given the reactants [C:1]([C:4]1[C:5](=[O:19])[O:6][C:7]2[CH:13]=[C:12]([N:14]([CH2:16][CH2:17][OH:18])[CH3:15])[CH:11]=[CH:10][C:8]=2[CH:9]=1)(=[O:3])[CH3:2].[C:20]1([CH3:40])[CH:25]=[CH:24][C:23]([S:26](O[S:26]([C:23]2[CH:24]=[CH:25][C:20]([CH3:40])=[CH:21][CH:22]=2)(=[O:28])=[O:27])(=[O:28])=[O:27])=[CH:22][CH:21]=1, predict the reaction product. The product is: [CH3:40][C:20]1[CH:25]=[CH:24][C:23]([S:26]([O:18][CH2:17][CH2:16][N:14]([C:12]2[CH:11]=[CH:10][C:8]3[CH:9]=[C:4]([C:1](=[O:3])[CH3:2])[C:5](=[O:19])[O:6][C:7]=3[CH:13]=2)[CH3:15])(=[O:28])=[O:27])=[CH:22][CH:21]=1. (2) Given the reactants [CH3:1][O:2][C:3]1[CH:20]=[CH:19][C:6]([CH2:7][N:8]2[C:12]3[NH:13][CH2:14][CH2:15][CH2:16][C:17](=[O:18])[C:11]=3[CH:10]=[N:9]2)=[CH:5][CH:4]=1.[H-].[Na+].Cl[CH2:24][CH2:25][N:26]1[CH2:31][CH2:30][O:29][CH2:28][CH2:27]1, predict the reaction product. The product is: [CH3:1][O:2][C:3]1[CH:4]=[CH:5][C:6]([CH2:7][N:8]2[C:12]3[N:13]([CH2:24][CH2:25][N:26]4[CH2:31][CH2:30][O:29][CH2:28][CH2:27]4)[CH2:14][CH2:15][CH2:16][C:17](=[O:18])[C:11]=3[CH:10]=[N:9]2)=[CH:19][CH:20]=1. (3) Given the reactants [F:1][C:2]1[CH:7]=[C:6]([F:8])[CH:5]=[CH:4][C:3]=1[C:9]1[CH:10]=[C:11]([N:15]2[CH2:20][CH2:19][N:18](C(OC(C)(C)C)=O)[CH2:17][CH2:16]2)[CH:12]=[N:13][CH:14]=1.C(OCC)(=O)C.Cl, predict the reaction product. The product is: [F:1][C:2]1[CH:7]=[C:6]([F:8])[CH:5]=[CH:4][C:3]=1[C:9]1[CH:10]=[C:11]([N:15]2[CH2:16][CH2:17][NH:18][CH2:19][CH2:20]2)[CH:12]=[N:13][CH:14]=1. (4) The product is: [C:3]12([C:13]3[CH:18]=[C:17]([Br:19])[CH:16]=[CH:15][C:14]=3[O:20][CH2:21][O:22][CH2:23][CH2:24][O:25][CH3:26])[CH2:4][CH:5]3[CH2:11][CH:9]([CH2:8][CH:7]([CH2:6]3)[CH2:12]1)[CH2:10]2. Given the reactants [H-].[Na+].[C:3]12([C:13]3[CH:18]=[C:17]([Br:19])[CH:16]=[CH:15][C:14]=3[OH:20])[CH2:12][CH:7]3[CH2:8][CH:9]([CH2:11][CH:5]([CH2:6]3)[CH2:4]1)[CH2:10]2.[CH3:21][O:22][CH2:23][CH2:24][O:25][CH2:26]Cl.O, predict the reaction product. (5) Given the reactants [CH3:1][O:2][C:3]1[CH:4]=[CH:5][C:6]2[NH:12][C:11](=[O:13])[N:10]([CH:14]3[CH2:19][CH2:18][NH:17][CH2:16][CH2:15]3)[CH2:9][CH2:8][C:7]=2[CH:20]=1.Cl[C:22]1[N:27]=[CH:26][N:25]=[C:24]([NH:28][C:29]2[CH:39]=[C:38]([CH3:40])[C:32]3[N:33]([CH3:37])[C:34](=[O:36])[O:35][C:31]=3[CH:30]=2)[CH:23]=1.CCN(C(C)C)C(C)C, predict the reaction product. The product is: [CH3:37][N:33]1[C:32]2[C:38]([CH3:40])=[CH:39][C:29]([NH:28][C:24]3[N:25]=[CH:26][N:27]=[C:22]([N:17]4[CH2:18][CH2:19][CH:14]([N:10]5[CH2:9][CH2:8][C:7]6[CH:20]=[C:3]([O:2][CH3:1])[CH:4]=[CH:5][C:6]=6[NH:12][C:11]5=[O:13])[CH2:15][CH2:16]4)[CH:23]=3)=[CH:30][C:31]=2[O:35][C:34]1=[O:36]. (6) Given the reactants [Br-].[C:2]([O-:5])([O-])=O.[Ca+2].C([O:10][C:11]1[CH:16]=[C:15]([N+:17]([O-:19])=[O:18])[CH:14]=[CH:13][C:12]=1CBr)(=O)C, predict the reaction product. The product is: [OH:10][C:11]1[CH:16]=[C:15]([N+:17]([O-:19])=[O:18])[CH:14]=[CH:13][C:12]=1[CH2:2][OH:5]. (7) Given the reactants C(NC(C)C)(C)C.C([Li])CCC.[C:13]([OH:18])(=[O:17])[CH:14]([CH3:16])[CH3:15].CN(C)P(N(C)C)(N(C)C)=O.[CH3:30][O:31][C:32]1[CH:39]=[CH:38][C:35]([CH2:36]Cl)=[CH:34][CH:33]=1.Cl, predict the reaction product. The product is: [CH3:15][C:14]([CH3:16])([CH2:36][C:35]1[CH:38]=[CH:39][C:32]([O:31][CH3:30])=[CH:33][CH:34]=1)[C:13]([OH:18])=[O:17].